Dataset: Catalyst prediction with 721,799 reactions and 888 catalyst types from USPTO. Task: Predict which catalyst facilitates the given reaction. (1) Reactant: [CH3:1][C:2]([CH3:52])([CH2:10][C:11]([O:13][C@H:14]1[CH2:31][CH2:30][C@@:29]2([CH3:32])[C@@H:16]([CH2:17][CH2:18][C@:19]3([CH3:49])[C@@H:28]2[CH2:27][CH2:26][C@H:25]2[C@@:20]3([CH3:48])[CH2:21][CH2:22][C@@:23]3(/[CH:40]=[CH:41]/[C:42]([NH:44][CH2:45][CH2:46][OH:47])=[O:43])[CH2:35][C:34](=[O:36])[C:33]([CH:37]([CH3:39])[CH3:38])=[C:24]32)[C:15]1([CH3:51])[CH3:50])=[O:12])[C:3]([O:5]C(C)(C)C)=[O:4].C(O)(C(F)(F)F)=O. Product: [OH:47][CH2:46][CH2:45][NH:44][C:42](=[O:43])/[CH:41]=[CH:40]/[C@:23]12[CH2:35][C:34](=[O:36])[C:33]([CH:37]([CH3:38])[CH3:39])=[C:24]1[C@@H:25]1[C@@:20]([CH3:48])([CH2:21][CH2:22]2)[C@@:19]2([CH3:49])[C@@H:28]([C@:29]3([CH3:32])[C@@H:16]([CH2:17][CH2:18]2)[C:15]([CH3:50])([CH3:51])[C@@H:14]([O:13][C:11](=[O:12])[CH2:10][C:2]([CH3:1])([CH3:52])[C:3]([OH:5])=[O:4])[CH2:31][CH2:30]3)[CH2:27][CH2:26]1. The catalyst class is: 2. (2) Reactant: Br[C:2]1[CH:9]=[CH:8][C:7]([CH:10]=[O:11])=[CH:6][C:3]=1[C:4]#[N:5].[CH:12]1([B-](F)(F)F)[CH2:14][CH2:13]1.[K+].C1(P(C2CCCCC2)C2C=CC=CC=2C2C(OC(C)C)=CC=CC=2OC(C)C)CCCCC1.[O-]P([O-])([O-])=O.[K+].[K+].[K+]. Product: [CH:12]1([C:2]2[CH:9]=[CH:8][C:7]([CH:10]=[O:11])=[CH:6][C:3]=2[C:4]#[N:5])[CH2:14][CH2:13]1. The catalyst class is: 706. (3) Reactant: [Br:1][Si](C)(C)C.[Cl:6][C:7]1[CH:8]=[C:9]2[C:13](=[CH:14][CH:15]=1)[N:12]([CH3:16])[CH:11]=[C:10]2[CH2:17][CH2:18][C:19]([O:21][CH3:22])=[O:20].C(=O)([O-])[O-].[Na+].[Na+]. Product: [Br:1][C:11]1[N:12]([CH3:16])[C:13]2[C:9]([C:10]=1[CH2:17][CH2:18][C:19]([O:21][CH3:22])=[O:20])=[CH:8][C:7]([Cl:6])=[CH:15][CH:14]=2. The catalyst class is: 16. (4) Reactant: [CH2:1]([Si:3]([CH2:13][CH3:14])([CH2:11][CH3:12])[O:4]/[C:5](/[CH:8]=[CH:9]/[CH3:10])=[CH:6]\[CH3:7])[CH3:2].[N+:15]([C:18]1[CH:25]=[N:24][CH:23]=[CH:22][C:19]=1[CH:20]=[O:21])([O-:17])=[O:16].CC(C)(C)/C(/O)=C/C(C(C(C(F)(F)F)(F)F)(F)F)=O.CC(C)(C)/C(/O)=C/C(C(C(C(F)(F)F)(F)F)(F)F)=O.CC(C)(C)/C(/O)=C/C(C(C(C(F)(F)F)(F)F)(F)F)=O.[Eu]. Product: [CH3:7][C@H:6]1[C:5]([O:4][Si:3]([CH2:11][CH3:12])([CH2:1][CH3:2])[CH2:13][CH3:14])=[CH:8][C@@H:9]([CH3:10])[O:21][C@H:20]1[C:19]1[CH:22]=[CH:23][N:24]=[CH:25][C:18]=1[N+:15]([O-:17])=[O:16]. The catalyst class is: 22. (5) Product: [Cl:1][C:2]1[N:7]=[C:6]([NH:29][CH2:28][C:23]2[CH:24]=[CH:25][CH:26]=[CH:27][N:22]=2)[C:5]2=[C:9]([Cl:12])[CH:10]=[CH:11][N:4]2[N:3]=1. Reactant: [Cl:1][C:2]1[N:7]=[C:6](Cl)[C:5]2=[C:9]([Cl:12])[CH:10]=[CH:11][N:4]2[N:3]=1.CCN(C(C)C)C(C)C.[N:22]1[CH:27]=[CH:26][CH:25]=[CH:24][C:23]=1[CH2:28][NH2:29]. The catalyst class is: 2. (6) Product: [F:26][C:25]([F:27])([F:28])[C:24]([NH:23][C@H:18]1[CH2:19][CH2:20][CH2:21][CH2:22][C@H:17]1[NH:16][C:9](=[O:10])[O:11][C:12]([CH3:13])([CH3:14])[CH3:15])=[O:29]. Reactant: [C:9](O[C:9]([O:11][C:12]([CH3:15])([CH3:14])[CH3:13])=[O:10])([O:11][C:12]([CH3:15])([CH3:14])[CH3:13])=[O:10].[NH2:16][C@H:17]1[CH2:22][CH2:21][CH2:20][CH2:19][C@H:18]1[NH:23][C:24](=[O:29])[C:25]([F:28])([F:27])[F:26]. The catalyst class is: 14. (7) Reactant: [Cl:1][C:2]1[CH:7]=[CH:6][C:5]([C:8]2[N:12]([CH:13]([CH:17]3[CH2:22][CH2:21][CH2:20][CH2:19][CH2:18]3)[C:14](O)=[O:15])[C:11]3[CH:23]=[C:24]([F:28])[C:25]([F:27])=[CH:26][C:10]=3[N:9]=2)=[CH:4][CH:3]=1.[NH2:29][C:30]1[CH:37]=[CH:36][C:33]([C:34]#[N:35])=[CH:32][C:31]=1[F:38]. Product: [Cl:1][C:2]1[CH:3]=[CH:4][C:5]([C:8]2[N:12]([CH:13]([CH:17]3[CH2:18][CH2:19][CH2:20][CH2:21][CH2:22]3)[C:14]([NH:29][C:30]3[CH:37]=[CH:36][C:33]([C:34]#[N:35])=[CH:32][C:31]=3[F:38])=[O:15])[C:11]3[CH:23]=[C:24]([F:28])[C:25]([F:27])=[CH:26][C:10]=3[N:9]=2)=[CH:6][CH:7]=1. The catalyst class is: 644. (8) Reactant: [CH3:1][O:2][C:3](=[O:13])[C:4]1[CH:9]=[C:8]([F:10])[CH:7]=[CH:6][C:5]=1[CH2:11]Br.[N-:14]=[N+]=[N-].[Na+].[ClH:18]. Product: [ClH:18].[NH2:14][CH2:11][C:5]1[CH:6]=[CH:7][C:8]([F:10])=[CH:9][C:4]=1[C:3]([O:2][CH3:1])=[O:13]. The catalyst class is: 838.